This data is from Reaction yield outcomes from USPTO patents with 853,638 reactions. The task is: Predict the reaction yield, written as a fraction of the theoretical maximum amount of product (1.0 means a 100% yield; for example, 0.34 means a 34% yield). (1) The reactants are C[O:2][C:3]1[CH:4]=[C:5]([CH2:11][CH2:12][C:13]2[CH:18]=[CH:17][C:16]([NH:19][C:20]3[CH:28]=[CH:27][CH:26]=[CH:25][C:21]=3[C:22]([OH:24])=[O:23])=[CH:15][CH:14]=2)[CH:6]=[CH:7][C:8]=1[O:9]C.B(Br)(Br)Br. The catalyst is C(Cl)Cl. The product is [OH:2][C:3]1[CH:4]=[C:5]([CH2:11][CH2:12][C:13]2[CH:18]=[CH:17][C:16]([NH:19][C:20]3[CH:28]=[CH:27][CH:26]=[CH:25][C:21]=3[C:22]([OH:24])=[O:23])=[CH:15][CH:14]=2)[CH:6]=[CH:7][C:8]=1[OH:9]. The yield is 0.930. (2) The reactants are [NH2:1][C:2]1[CH:7]=[CH:6][C:5]([C:8]2[CH:13]=[CH:12][C:11]([C:14](=[O:23])[CH2:15][C:16]([CH3:22])([CH3:21])[C:17]([O:19]C)=[O:18])=[CH:10][CH:9]=2)=[CH:4][CH:3]=1.[CH3:24][C:25]1[CH:37]=[CH:36][C:28]2[N:29]=[C:30](S(C)(=O)=O)[O:31][C:27]=2[CH:26]=1.[OH-].[Na+].Cl. The catalyst is ClC(Cl)C.CO. The product is [CH3:21][C:16]([CH3:22])([CH2:15][C:14]([C:11]1[CH:10]=[CH:9][C:8]([C:5]2[CH:4]=[CH:3][C:2]([NH:1][C:30]3[O:31][C:27]4[CH:26]=[C:25]([CH3:24])[CH:37]=[CH:36][C:28]=4[N:29]=3)=[CH:7][CH:6]=2)=[CH:13][CH:12]=1)=[O:23])[C:17]([OH:19])=[O:18]. The yield is 0.321. (3) The reactants are [CH:1]([C:4]1[CH:12]=[C:7]2[CH:8]=[CH:9][CH:10]=[CH:11][N:6]2[N:5]=1)([CH3:3])[CH3:2].[I:13]N1C(=O)CCC1=O. The catalyst is ClCCCl.O1CCCC1. The product is [I:13][C:12]1[C:4]([CH:1]([CH3:3])[CH3:2])=[N:5][N:6]2[CH:11]=[CH:10][CH:9]=[CH:8][C:7]=12. The yield is 0.940. (4) The reactants are C([NH:4][C:5]1[NH:6][C:7](=O)[C:8]2[N:14]=[C:13]([C:15]3[CH:20]=[CH:19][C:18]([F:21])=[C:17]([CH3:22])[CH:16]=3)[CH:12]=[CH:11][C:9]=2[N:10]=1)(=O)C.[NH:24]1[CH2:29][CH2:28][O:27][CH2:26][CH2:25]1.C1(C)C=CC(S(O)(=O)=O)=CC=1.S([O-])([O-])(=O)=O.[NH4+].[NH4+].C[Si](C)(C)N[Si](C)(C)C.[O-]CC.[Na+]. The catalyst is C1(C)C=CC=CC=1.ClCCl.C(O)C. The product is [NH2:4][C:5]1[N:6]=[C:7]([N:24]2[CH2:29][CH2:28][O:27][CH2:26][CH2:25]2)[C:8]2[N:14]=[C:13]([C:15]3[CH:20]=[CH:19][C:18]([F:21])=[C:17]([CH3:22])[CH:16]=3)[CH:12]=[CH:11][C:9]=2[N:10]=1. The yield is 0.250. (5) The reactants are Cl[C:2]1[CH:7]=[C:6]([C:8]2[CH:13]=[C:12]([Br:14])[CH:11]=[CH:10][C:9]=2[O:15][CH2:16][CH3:17])[N:5]=[C:4]([NH2:18])[N:3]=1.[NH2:19][C:20]1[CH:25]=[CH:24][C:23]([C:26](=[O:28])[CH3:27])=[CH:22][CH:21]=1. No catalyst specified. The product is [NH2:18][C:4]1[N:3]=[C:2]([NH:19][C:20]2[CH:25]=[CH:24][C:23]([C:26](=[O:28])[CH3:27])=[CH:22][CH:21]=2)[CH:7]=[C:6]([C:8]2[CH:13]=[C:12]([Br:14])[CH:11]=[CH:10][C:9]=2[O:15][CH2:16][CH3:17])[N:5]=1. The yield is 0.610. (6) The product is [CH3:1][O:2][C:3]1[CH:4]=[C:5]([N:12]2[CH2:17][CH2:16][NH:15][CH2:14][CH2:13]2)[CH:6]=[CH:7][C:8]=1[N+:9]([O-:11])=[O:10]. The catalyst is C(Cl)Cl. The reactants are [CH3:1][O:2][C:3]1[CH:4]=[C:5]([N:12]2[CH2:17][CH2:16][N:15](C(OC(C)(C)C)=O)[CH2:14][CH2:13]2)[CH:6]=[CH:7][C:8]=1[N+:9]([O-:11])=[O:10].C(O)(C(F)(F)F)=O. The yield is 0.970. (7) The reactants are CS[C:3]1[CH:10]=[CH:9][C:6]([C:7]#[N:8])=[CH:5][CH:4]=1.[Mn]([O-])(=O)(=O)=O.[K+].[OH:17][S:18]([O-:20])=O.[Na+].[CH3:22]C(O)=O. The yield is 0.820. No catalyst specified. The product is [CH3:22][S:18]([C:3]1[CH:10]=[CH:9][C:6]([C:7]#[N:8])=[CH:5][CH:4]=1)(=[O:20])=[O:17]. (8) The reactants are [C:1]([O:5][C:6](=[O:25])[NH:7][C:8]1[CH:13]=[CH:12][C:11]([F:14])=[C:10]([O:15][C:16]2[CH:21]=[CH:20][C:19]([N+:22]([O-])=O)=[CH:18][N:17]=2)[CH:9]=1)([CH3:4])([CH3:3])[CH3:2].O1CCCC1. The catalyst is CO.[C].[Pd]. The product is [C:1]([O:5][C:6](=[O:25])[NH:7][C:8]1[CH:13]=[CH:12][C:11]([F:14])=[C:10]([O:15][C:16]2[CH:21]=[CH:20][C:19]([NH2:22])=[CH:18][N:17]=2)[CH:9]=1)([CH3:4])([CH3:2])[CH3:3]. The yield is 0.730. (9) The reactants are [CH2:1]([O:4][CH2:5][CH2:6][CH2:7][CH2:8][C:9]1[CH:14]=[CH:13][CH:12]=[CH:11][CH:10]=1)[CH:2]=[CH2:3].B1C2CCCC1CCC2.[OH-:24].[Na+].OO. The catalyst is C1COCC1. The product is [C:9]1([CH2:8][CH2:7][CH2:6][CH2:5][O:4][CH2:1][CH2:2][CH2:3][OH:24])[CH:10]=[CH:11][CH:12]=[CH:13][CH:14]=1. The yield is 0.550.